This data is from Reaction yield outcomes from USPTO patents with 853,638 reactions. The task is: Predict the reaction yield, written as a fraction of the theoretical maximum amount of product (1.0 means a 100% yield; for example, 0.34 means a 34% yield). (1) The catalyst is [Cu]I.CC([O-])=O.CC([O-])=O.[Pd+2].CCOC(C)=O.CN(C=O)C. The product is [CH:20]([N:23]1[C:27]([C:2]2[N:3]=[C:4]3[C:10]4[CH:11]=[CH:12][C:13]([C:15]([O:17][CH3:18])=[O:16])=[CH:14][C:9]=4[O:8][CH2:7][CH2:6][N:5]3[CH:19]=2)=[N:26][CH:25]=[N:24]1)([CH3:22])[CH3:21]. The reactants are I[C:2]1[N:3]=[C:4]2[C:10]3[CH:11]=[CH:12][C:13]([C:15]([O:17][CH3:18])=[O:16])=[CH:14][C:9]=3[O:8][CH2:7][CH2:6][N:5]2[CH:19]=1.[CH:20]([N:23]1[CH:27]=[N:26][CH:25]=[N:24]1)([CH3:22])[CH3:21].C(=O)([O-])[O-].[Cs+].[Cs+].[OH-].[NH4+].O. The yield is 0.280. (2) The reactants are [Br:1][C:2]1[CH:7]=[CH:6][C:5]([C:8]2[S:12][C:11]([CH3:13])=[N:10][C:9]=2[C:14]2[CH:19]=[CH:18][C:17](SC)=[CH:16][CH:15]=2)=[CH:4][CH:3]=1.[CH:22]1C=C(Cl)C=C(C(OO)=O)C=1.[O-:33][S:34]([O-:36])=O.[Na+].[Na+]. The catalyst is C(Cl)Cl. The product is [Br:1][C:2]1[CH:3]=[CH:4][C:5]([C:8]2[S:12][C:11]([CH3:13])=[N:10][C:9]=2[C:14]2[CH:15]=[CH:16][C:17]([S:34]([CH3:22])(=[O:36])=[O:33])=[CH:18][CH:19]=2)=[CH:6][CH:7]=1. The yield is 0.760.